This data is from Full USPTO retrosynthesis dataset with 1.9M reactions from patents (1976-2016). The task is: Predict the reactants needed to synthesize the given product. (1) The reactants are: [K].[OH-].[K+].O.[CH:5]#[CH:6].[CH:7]1([OH:13])[CH2:12][CH2:11][CH2:10][CH2:9][CH2:8]1. Given the product [CH:7]1([O:13][CH:5]=[CH2:6])[CH2:12][CH2:11][CH2:10][CH2:9][CH2:8]1.[CH:7]1([OH:13])[CH2:12][CH2:11][CH2:10][CH2:9][CH2:8]1, predict the reactants needed to synthesize it. (2) Given the product [Cl:20][C:21]1[CH:26]=[CH:25][C:24]([C:2]2[CH:3]=[C:4]([C:18]#[N:19])[S:5][C:6]=2[C:7]2[C:16]3[C:11](=[CH:12][CH:13]=[CH:14][CH:15]=3)[C:10]([CH3:17])=[CH:9][CH:8]=2)=[C:23]([CH3:30])[CH:22]=1, predict the reactants needed to synthesize it. The reactants are: Br[C:2]1[CH:3]=[C:4]([C:18]#[N:19])[S:5][C:6]=1[C:7]1[C:16]2[C:11](=[CH:12][CH:13]=[CH:14][CH:15]=2)[C:10]([CH3:17])=[CH:9][CH:8]=1.[Cl:20][C:21]1[CH:26]=[CH:25][C:24](B(O)O)=[C:23]([CH3:30])[CH:22]=1.[F-].[K+].